Dataset: Reaction yield outcomes from USPTO patents with 853,638 reactions. Task: Predict the reaction yield, written as a fraction of the theoretical maximum amount of product (1.0 means a 100% yield; for example, 0.34 means a 34% yield). (1) The reactants are [C:1]([C:5]1[CH:6]=[CH:7][C:8]([CH3:24])=[C:9]([PH:11](=[O:23])[C:12]2[CH:17]=[C:16]([C:18]([CH3:21])([CH3:20])[CH3:19])[CH:15]=[CH:14][C:13]=2[CH3:22])[CH:10]=1)([CH3:4])([CH3:3])[CH3:2].[OH:25]O.O. The catalyst is C(O)(=O)C. The product is [C:1]([C:5]1[CH:6]=[CH:7][C:8]([CH3:24])=[C:9]([P:11]([C:12]2[CH:17]=[C:16]([C:18]([CH3:21])([CH3:20])[CH3:19])[CH:15]=[CH:14][C:13]=2[CH3:22])(=[O:25])[OH:23])[CH:10]=1)([CH3:4])([CH3:3])[CH3:2]. The yield is 0.950. (2) The reactants are O1CCN([C:7]23[C:34]4[CH:33]=[CH:32][C:31]([CH2:35][OH:36])=[CH:30][C:29]=4[O:28][CH2:27][CH:8]2[C:9]([C:12]2[O:16][N:15]=[C:14]([C:17]4[CH:22]=[CH:21][CH:20]=[CH:19][CH:18]=4)[C:13]=2[C:23]([F:26])([F:25])[F:24])=[N:10][O:11]3)CC1.C(O)(C(F)(F)F)=O. The catalyst is ClC(Cl)C.ClCCl. The product is [C:17]1([C:14]2[C:13]([C:23]([F:26])([F:25])[F:24])=[C:12]([C:9]3[C:8]4[CH2:27][O:28][C:29]5[CH:30]=[C:31]([CH2:35][OH:36])[CH:32]=[CH:33][C:34]=5[C:7]=4[O:11][N:10]=3)[O:16][N:15]=2)[CH:22]=[CH:21][CH:20]=[CH:19][CH:18]=1. The yield is 0.470. (3) The product is [OH:4][CH:5]1[CH2:6][CH:7]([C:9]([NH:10][C:11]2[CH:16]=[C:15]([O:17][C:18]3[CH:23]=[CH:22][C:21]([NH:24][C:25]([C:27]4[C:28](=[O:40])[N:29]([C:34]5[CH:35]=[CH:36][CH:37]=[CH:38][CH:39]=5)[N:30]([CH3:33])[C:31]=4[CH3:32])=[O:26])=[N:20][CH:19]=3)[CH:14]=[CH:13][N:12]=2)=[O:41])[CH2:8]1. The catalyst is CO. The reactants are C([O:4][CH:5]1[CH2:8][CH:7]([C:9](=[O:41])[NH:10][C:11]2[CH:16]=[C:15]([O:17][C:18]3[CH:19]=[N:20][C:21]([NH:24][C:25]([C:27]4[C:28](=[O:40])[N:29]([C:34]5[CH:39]=[CH:38][CH:37]=[CH:36][CH:35]=5)[N:30]([CH3:33])[C:31]=4[CH3:32])=[O:26])=[CH:22][CH:23]=3)[CH:14]=[CH:13][N:12]=2)[CH2:6]1)(=O)C.[OH-].[Na+]. The yield is 0.420. (4) The reactants are [CH2:1]([C:3]1[CH:4]=[C:5]2[C:9](=[CH:10][C:11]=1[N+:12]([O-])=O)[NH:8][CH:7]=[CH:6]2)[CH3:2]. The catalyst is [Ni]. The product is [CH2:1]([C:3]1[CH:4]=[C:5]2[C:9](=[CH:10][C:11]=1[NH2:12])[NH:8][CH:7]=[CH:6]2)[CH3:2]. The yield is 0.480. (5) The reactants are [Cl:1][C:2]1[CH:7]=[CH:6][N:5]=[C:4]([CH3:8])[CH:3]=1.ClC1C=CC=C(C(OO)=[O:17])C=1.C(=O)([O-])O.[Na+].[OH-].[Na+]. The product is [Cl:1][C:2]1[CH:7]=[CH:6][N:5]=[C:4]([CH2:8][OH:17])[CH:3]=1. The yield is 0.180. The catalyst is O.CO.ClCCl. (6) The reactants are I[C:2]1[C:3]2([CH2:8][CH2:9][CH2:10][CH:11]=1)[O:7][CH2:6][CH2:5][O:4]2.C([Li])CCC.[CH3:17][C:18]1([CH3:29])[C:22]([CH3:24])([CH3:23])[O:21][B:20](OC(C)C)[O:19]1.O. The catalyst is C1COCC1. The product is [CH3:17][C:18]1([CH3:29])[C:22]([CH3:24])([CH3:23])[O:21][B:20]([C:2]2[C:3]3([CH2:8][CH2:9][CH2:10][CH:11]=2)[O:7][CH2:6][CH2:5][O:4]3)[O:19]1. The yield is 0.560. (7) The reactants are Br[C:2]1[CH:37]=[CH:36][C:5]([CH2:6][N:7]2[C:11](=[O:12])[N:10]([CH2:13][CH3:14])[C:9]([CH2:15][CH2:16][CH2:17][C:18]3[CH:23]=[CH:22][C:21]([C:24]4[CH:29]=[CH:28][CH:27]=[C:26]([CH2:30][C:31]([O:33][CH2:34][CH3:35])=[O:32])[CH:25]=4)=[CH:20][CH:19]=3)=[N:8]2)=[CH:4][CH:3]=1.P([CH:51]1[CH2:56][CH2:55]CCC1)(C1CCCCC1)C1CCCCC1.C1(B(O)O)CC1.[O-]P([O-])([O-])=O.[K+].[K+].[K+]. The catalyst is CCOC(C)=O.[Cl-].[Na+].O.CC([O-])=O.CC([O-])=O.[Pd+2].O.C1(C)C=CC=CC=1. The product is [CH:55]1([C:2]2[CH:3]=[CH:4][C:5]([CH2:6][N:7]3[C:11](=[O:12])[N:10]([CH2:13][CH3:14])[C:9]([CH2:15][CH2:16][CH2:17][C:18]4[CH:23]=[CH:22][C:21]([C:24]5[CH:29]=[CH:28][CH:27]=[C:26]([CH2:30][C:31]([O:33][CH2:34][CH3:35])=[O:32])[CH:25]=5)=[CH:20][CH:19]=4)=[N:8]3)=[CH:36][CH:37]=2)[CH2:56][CH2:51]1. The yield is 0.760. (8) The reactants are [CH3:1][O:2][C:3](=[O:29])[CH:4]([CH2:24][CH:25]=[CH:26][CH2:27]Br)[CH2:5][C:6]([CH3:23])=[CH:7][CH2:8][C:9]1[C:10]([OH:22])=[C:11]2[C:15](=[C:16]([CH3:20])[C:17]=1[O:18][CH3:19])[CH2:14][O:13][C:12]2=[O:21].[CH3:30][O:31][P:32]([O:35]C)[O:33][CH3:34]. No catalyst specified. The product is [CH3:1][O:2][C:3](=[O:29])[CH:4]([CH2:24][CH:25]=[CH:26][CH2:27][P:32]([O:33][CH3:34])([O:31][CH3:30])=[O:35])[CH2:5][C:6]([CH3:23])=[CH:7][CH2:8][C:9]1[C:10]([OH:22])=[C:11]2[C:15](=[C:16]([CH3:20])[C:17]=1[O:18][CH3:19])[CH2:14][O:13][C:12]2=[O:21]. The yield is 0.880. (9) The reactants are [F:1][C:2]1[CH:7]=[CH:6][CH:5]=[CH:4][C:3]=1[NH:8][C:9]1[N:10]([C@H:27]2[CH2:32][CH2:31][C@H:30]([C:33](OCC)=[O:34])[CH2:29][CH2:28]2)[C:11]2[C:16]([N:17]=1)=[CH:15][N:14]=[C:13]([NH:18][C:19]1[CH:24]=[CH:23][C:22]([O:25][CH3:26])=[CH:21][CH:20]=1)[N:12]=2.[H-].[H-].[H-].[H-].[Li+].[Al+3].C(O)(C(F)(F)F)=O. The catalyst is C1COCC1. The product is [F:1][C:2]1[CH:7]=[CH:6][CH:5]=[CH:4][C:3]=1[NH:8][C:9]1[N:10]([C@H:27]2[CH2:32][CH2:31][C@H:30]([CH2:33][OH:34])[CH2:29][CH2:28]2)[C:11]2[C:16]([N:17]=1)=[CH:15][N:14]=[C:13]([NH:18][C:19]1[CH:24]=[CH:23][C:22]([O:25][CH3:26])=[CH:21][CH:20]=1)[N:12]=2. The yield is 0.500.